This data is from Forward reaction prediction with 1.9M reactions from USPTO patents (1976-2016). The task is: Predict the product of the given reaction. (1) Given the reactants [Na].[CH3:2][C:3]([CH3:8])([CH3:7])[C:4](=O)[CH3:5].[CH2:9]([O:11][C:12](=[O:18])[C:13](OCC)=O)[CH3:10].C(O)(=O)C.O.[NH2:24][NH2:25], predict the reaction product. The product is: [C:3]([C:4]1[CH:5]=[C:13]([C:12]([O:11][CH2:9][CH3:10])=[O:18])[NH:25][N:24]=1)([CH3:8])([CH3:7])[CH3:2]. (2) Given the reactants [CH:1]1([C:7]2[C:15]3[C:10](=[CH:11][C:12]([C:16]([OH:18])=[O:17])=[CH:13][CH:14]=3)[NH:9][CH:8]=2)[CH2:6][CH2:5][CH2:4][CH2:3][CH2:2]1.Cl.[CH3:20]O, predict the reaction product. The product is: [CH3:20][O:17][C:16]([C:12]1[CH:11]=[C:10]2[C:15]([C:7]([CH:1]3[CH2:2][CH2:3][CH2:4][CH2:5][CH2:6]3)=[CH:8][NH:9]2)=[CH:14][CH:13]=1)=[O:18]. (3) Given the reactants C(=O)([O-])[O-].[Cs+].[Cs+].Br[CH2:8][CH2:9][CH2:10][O:11][Si:12]([C:15]([CH3:18])([CH3:17])[CH3:16])([CH3:14])[CH3:13].[CH3:19][O:20][C:21](=[O:50])[N:22]=[C:23]([S:48][CH3:49])[C:24]([C:38]1[CH:43]=[C:42]([O:44][CH3:45])[CH:41]=[C:40]([OH:46])[C:39]=1[F:47])=[N:25][C:26]1[CH:31]=[CH:30][C:29]([C:32]2[N:36]=[C:35]([CH3:37])[O:34][N:33]=2)=[CH:28][CH:27]=1.O, predict the reaction product. The product is: [CH3:19][O:20][C:21](=[O:50])[N:22]=[C:23]([S:48][CH3:49])[C:24]([C:38]1[CH:43]=[C:42]([O:44][CH3:45])[CH:41]=[C:40]([O:46][CH2:8][CH2:9][CH2:10][O:11][Si:12]([C:15]([CH3:18])([CH3:17])[CH3:16])([CH3:14])[CH3:13])[C:39]=1[F:47])=[N:25][C:26]1[CH:31]=[CH:30][C:29]([C:32]2[N:36]=[C:35]([CH3:37])[O:34][N:33]=2)=[CH:28][CH:27]=1. (4) The product is: [NH:23]1[CH2:24][CH:25]=[C:20]([C:17]2[CH:18]=[CH:19][C:14]([NH:13][C:11]([N:2]3[CH2:3][CH2:4][C:5]4[C:10](=[CH:9][CH:8]=[CH:7][CH:6]=4)[CH2:1]3)=[O:12])=[CH:15][CH:16]=2)[CH2:21][CH2:22]1. Given the reactants [CH2:1]1[C:10]2[C:5](=[CH:6][CH:7]=[CH:8][CH:9]=2)[CH2:4][CH2:3][N:2]1[C:11]([NH:13][C:14]1[CH:19]=[CH:18][C:17]([C:20]2[CH2:21][CH2:22][N:23](C(OC(C)(C)C)=O)[CH2:24][CH:25]=2)=[CH:16][CH:15]=1)=[O:12].FC(F)(F)C(O)=O, predict the reaction product. (5) Given the reactants [C:1](/[C:3](=[C:7]1/[C:8]2[CH:27]=[CH:26][CH:25]=[CH:24][C:9]=2[O:10][CH2:11][C:12]2[CH:17]=[C:16]([C:18](OCCC)=[O:19])[CH:15]=[CH:14][C:13]/1=2)/[CH2:4][CH2:5][CH3:6])#[N:2].C(/C(=C1\C2C=CC=CC=2OCC2C=C(C(OCCC)=O)C=CC\1=2)/CCC)#N.C(C1(/C=C2\C3C=CC=CC=3OCC3C=C(C(OCCC)=O)C=CC\2=3)CC1)#N, predict the reaction product. The product is: [OH:19][CH2:18][C:16]1[CH:15]=[CH:14][C:13]2/[C:7](=[C:3](/[CH2:4][CH2:5][CH3:6])\[C:1]#[N:2])/[C:8]3[CH:27]=[CH:26][CH:25]=[CH:24][C:9]=3[O:10][CH2:11][C:12]=2[CH:17]=1. (6) Given the reactants CC1C=CC(S([N:11]2[C:15]3[N:16]=[C:17]([NH:26][C:27]4[CH:35]=[CH:34][C:30]([C:31](O)=[O:32])=[CH:29][CH:28]=4)[N:18]=[C:19]([NH:20][CH2:21][C:22]([F:25])([F:24])[F:23])[C:14]=3[CH:13]=[CH:12]2)(=O)=O)=CC=1.CN(C(O[N:44]1N=N[C:46]2C=CC=[CH:50][C:45]1=2)=[N+](C)C)C.[B-](F)(F)(F)F.CCN(C(C)C)C(C)C.C(N)(C)C, predict the reaction product. The product is: [CH3:46][CH:45]([NH:44][C:31](=[O:32])[C:30]1[CH:29]=[CH:28][C:27]([NH:26][C:17]2[NH:16][C:15]3=[N:11][CH:12]=[CH:13][C:14]3=[C:19]([NH:20][CH2:21][C:22]([F:24])([F:23])[F:25])[N:18]=2)=[CH:35][CH:34]=1)[CH3:50]. (7) Given the reactants [F:1][C:2]([F:18])([F:17])[C:3]1[N:8]=[C:7]([CH2:9][C:10]([O:12]C(C)(C)C)=[O:11])[CH:6]=[CH:5][CH:4]=1.C([SiH](CC)CC)C.C(O)(C(F)(F)F)=O, predict the reaction product. The product is: [F:17][C:2]([F:1])([F:18])[C:3]1[N:8]=[C:7]([CH2:9][C:10]([OH:12])=[O:11])[CH:6]=[CH:5][CH:4]=1.